The task is: Predict the product of the given reaction.. This data is from Forward reaction prediction with 1.9M reactions from USPTO patents (1976-2016). The product is: [N:26]1[N:27]=[C:1]([C:3]2[CH:4]=[CH:5][C:6]([CH2:7][CH2:8][NH:9][C:10](=[O:15])[C:11]([F:12])([F:13])[F:14])=[CH:16][CH:17]=2)[NH:2][CH:24]=1. Given the reactants [C:1]([C:3]1[CH:17]=[CH:16][C:6]([CH2:7][CH2:8][NH:9][C:10](=[O:15])[C:11]([F:14])([F:13])[F:12])=[CH:5][CH:4]=1)#[N:2].C1C=CC=CC=1.[CH:24]([NH:26][NH2:27])=O, predict the reaction product.